Task: Predict the product of the given reaction.. Dataset: Forward reaction prediction with 1.9M reactions from USPTO patents (1976-2016) (1) Given the reactants [C:1]([O:5][C:6](=[O:19])[N:7]([C@H:9]1[CH2:14][CH2:13][C@H:12]([CH:15]=[C:16](Br)Br)[CH2:11][CH2:10]1)[CH3:8])([CH3:4])([CH3:3])[CH3:2].[Li]CCCC.[CH2:25]=[O:26], predict the reaction product. The product is: [C:1]([O:5][C:6](=[O:19])[N:7]([C@H:9]1[CH2:14][CH2:13][C@H:12]([C:15]#[C:16][CH2:25][OH:26])[CH2:11][CH2:10]1)[CH3:8])([CH3:4])([CH3:3])[CH3:2]. (2) Given the reactants [CH:1]1[C:10]2[C:5](=[CH:6][CH:7]=[C:8]([OH:11])[CH:9]=2)[CH:4]=[CH:3][C:2]=1[OH:12].C(=O)([O-])[O-].[Cs+].[Cs+].[CH3:19][O:20][C:21](=[O:26])[CH:22](Br)[CH2:23][CH3:24], predict the reaction product. The product is: [OH:12][C:2]1[CH:1]=[C:10]2[C:5]([CH:6]=[CH:7][C:8]([O:11][CH:22]([CH2:23][CH3:24])[C:21]([O:20][CH3:19])=[O:26])=[CH:9]2)=[CH:4][CH:3]=1. (3) Given the reactants C([O:4][CH2:5][C:6]1([CH2:12][O:13][C:14]2[CH:19]=[CH:18][CH:17]=[C:16]([NH2:20])[C:15]=2[C:21]#[N:22])[CH2:11][CH2:10][CH2:9][CH2:8][CH2:7]1)(=O)C.O=[C:24]([CH3:31])[CH2:25][C:26]([O:28][CH2:29][CH3:30])=[O:27], predict the reaction product. The product is: [CH2:29]([O:28][C:26]([C:25]1[C:24]([CH3:31])=[N:20][C:16]2[C:15]([C:21]=1[NH2:22])=[C:14]([O:13][CH2:12][C:6]1([CH2:5][OH:4])[CH2:7][CH2:8][CH2:9][CH2:10][CH2:11]1)[CH:19]=[CH:18][CH:17]=2)=[O:27])[CH3:30].